Dataset: Reaction yield outcomes from USPTO patents with 853,638 reactions. Task: Predict the reaction yield, written as a fraction of the theoretical maximum amount of product (1.0 means a 100% yield; for example, 0.34 means a 34% yield). The reactants are [Cl:1][C:2]1[C:6]([N:7]([CH2:19][CH3:20])[C:8](=[O:18])[CH2:9][CH2:10][S:11][CH2:12][CH2:13][C:14]([F:17])([F:16])[F:15])=[CH:5][N:4]([C:21]2[CH:22]=[N:23][CH:24]=[CH:25][CH:26]=2)[N:3]=1.[OH:27]O. The catalyst is FC(F)(F)C(O)C(F)(F)F. The product is [Cl:1][C:2]1[C:6]([N:7]([CH2:19][CH3:20])[C:8](=[O:18])[CH2:9][CH2:10][S:11]([CH2:12][CH2:13][C:14]([F:16])([F:15])[F:17])=[O:27])=[CH:5][N:4]([C:21]2[CH:22]=[N:23][CH:24]=[CH:25][CH:26]=2)[N:3]=1. The yield is 0.950.